Dataset: Full USPTO retrosynthesis dataset with 1.9M reactions from patents (1976-2016). Task: Predict the reactants needed to synthesize the given product. (1) Given the product [CH3:1][S:2]([O:20][CH2:19][CH2:18][C:15]1[CH:14]=[CH:13][C:12]([CH:10]([O:9][CH2:8][O:7][CH3:6])[CH3:11])=[CH:17][N:16]=1)(=[O:4])=[O:3], predict the reactants needed to synthesize it. The reactants are: [CH3:1][S:2](Cl)(=[O:4])=[O:3].[CH3:6][O:7][CH2:8][O:9][CH:10]([C:12]1[CH:13]=[CH:14][C:15]([CH2:18][CH2:19][OH:20])=[N:16][CH:17]=1)[CH3:11].C(N(CC)CC)C. (2) Given the product [CH2:1]([O:8][C:9]([NH:11][CH2:12][CH2:13][CH2:14][C@@H:15]([NH2:18])[CH2:16][OH:17])=[O:10])[C:2]1[CH:3]=[CH:4][CH:5]=[CH:6][CH:7]=1, predict the reactants needed to synthesize it. The reactants are: [CH2:1]([O:8][C:9]([NH:11][CH2:12][CH2:13][CH2:14][C@@H:15]([NH:18]C(OC(C)(C)C)=O)[CH2:16][OH:17])=[O:10])[C:2]1[CH:7]=[CH:6][CH:5]=[CH:4][CH:3]=1.Cl.O.[OH-].[Na+]. (3) Given the product [CH2:3]1[C:4]2([CH2:5][N:6]([CH2:8][C:9]3[CH:14]=[CH:13][C:12]([O:15][CH:28]4[CH2:29][N:30]([C:32]([C:34]5[O:35][C:36]([C:39]6[CH:44]=[CH:43][CH:42]=[CH:41][CH:40]=6)=[N:37][N:38]=5)=[O:33])[CH2:31]4)=[C:11]([Cl:16])[CH:10]=3)[CH2:7]2)[CH2:1][O:2]1, predict the reactants needed to synthesize it. The reactants are: [CH2:1]1[C:4]2([CH2:7][N:6]([CH2:8][C:9]3[CH:14]=[CH:13][C:12]([OH:15])=[C:11]([Cl:16])[CH:10]=3)[CH2:5]2)[CH2:3][O:2]1.CC1C=CC(S(O[CH:28]2[CH2:31][N:30]([C:32]([C:34]3[O:35][C:36]([C:39]4[CH:44]=[CH:43][CH:42]=[CH:41][CH:40]=4)=[N:37][N:38]=3)=[O:33])[CH2:29]2)(=O)=O)=CC=1. (4) Given the product [NH2:38][C@@H:34]([CH2:33][C:30]1[CH:31]=[CH:32][C:27]([C:25]2[CH:24]=[C:23]([O:13][C@H:8]([C:5]3[CH:6]=[CH:7][C:2]([Cl:1])=[CH:3][C:4]=3[N:14]3[CH:18]=[CH:17][C:16]([CH3:19])=[N:15]3)[C:9]([F:12])([F:11])[F:10])[N:22]=[C:21]([NH2:20])[N:26]=2)=[CH:28][CH:29]=1)[C:35]([OH:37])=[O:36], predict the reactants needed to synthesize it. The reactants are: [Cl:1][C:2]1[CH:7]=[CH:6][C:5]([CH:8]([OH:13])[C:9]([F:12])([F:11])[F:10])=[C:4]([N:14]2[CH:18]=[CH:17][C:16]([CH3:19])=[N:15]2)[CH:3]=1.[NH2:20][C:21]1[N:26]=[C:25]([C:27]2[CH:32]=[CH:31][C:30]([CH2:33][C@H:34]([NH:38]C(OC(C)(C)C)=O)[C:35]([OH:37])=[O:36])=[CH:29][CH:28]=2)[CH:24]=[C:23](Cl)[N:22]=1.O1CCOCC1.C([O-])([O-])=O.[Cs+].[Cs+]. (5) Given the product [N:5]1[CH:4]=[C:3]([C:1]2([NH2:2])[CH2:10][CH2:9]2)[CH:8]=[N:7][CH:6]=1, predict the reactants needed to synthesize it. The reactants are: [C:1]([C:3]1[CH:4]=[N:5][CH:6]=[N:7][CH:8]=1)#[N:2].[CH2:9]([Mg]Br)[CH3:10].B(F)(F)F. (6) Given the product [NH2:4][CH2:5][CH2:6][CH2:7][C:8]1[CH:9]=[CH:10][C:11]([CH2:14][CH2:15][CH2:16][NH2:17])=[N:12][CH:13]=1, predict the reactants needed to synthesize it. The reactants are: C([NH:4][CH2:5][CH2:6][CH2:7][C:8]1[CH:9]=[CH:10][C:11]([CH2:14][CH2:15][CH2:16][NH:17]C(=O)C)=[N:12][CH:13]=1)(=O)C.[OH-].[Na+]. (7) Given the product [F:1][C:2]1[CH:3]=[CH:4][C:5]([O:34][CH3:35])=[C:6]([C:8]2[C:9]3[CH:16]=[C:15]([C:17]4[CH2:18][CH2:19][N:20]([CH2:23][C:24]5[CH:25]=[CH:26][C:27]([C:28]([OH:30])=[O:29])=[CH:32][CH:33]=5)[CH2:21][CH:22]=4)[NH:14][C:10]=3[N:11]=[CH:12][N:13]=2)[CH:7]=1, predict the reactants needed to synthesize it. The reactants are: [F:1][C:2]1[CH:3]=[CH:4][C:5]([O:34][CH3:35])=[C:6]([C:8]2[C:9]3[CH:16]=[C:15]([C:17]4[CH2:18][CH2:19][N:20]([CH2:23][C:24]5[CH:33]=[CH:32][C:27]([C:28]([O:30]C)=[O:29])=[CH:26][CH:25]=5)[CH2:21][CH:22]=4)[NH:14][C:10]=3[N:11]=[CH:12][N:13]=2)[CH:7]=1.[OH-].[Na+]. (8) Given the product [C:18]([O:17][C:15]([N:6]1[CH2:7][CH:8]([CH2:10][O:11][CH:12]([F:14])[F:13])[CH2:9][CH:5]1[C:3]([O:2][CH2:1][C:27]([C:29]1[CH:34]=[CH:33][C:32]([Br:35])=[CH:31][CH:30]=1)=[O:28])=[O:4])=[O:16])([CH3:21])([CH3:20])[CH3:19], predict the reactants needed to synthesize it. The reactants are: [CH3:1][O:2][C:3]([CH:5]1[CH2:9][CH:8]([CH2:10][O:11][CH:12]([F:14])[F:13])[CH2:7][N:6]1[C:15]([O:17][C:18]([CH3:21])([CH3:20])[CH3:19])=[O:16])=[O:4].[Li+].[OH-].Cl.BrC[C:27]([C:29]1[CH:34]=[CH:33][C:32]([Br:35])=[CH:31][CH:30]=1)=[O:28].C(N(CC)CC)C. (9) Given the product [Br:12][C:13]1[C:14]([NH:20][C:21]2[CH:25]=[C:24]([O:26][CH3:27])[NH:23][N:22]=2)=[N:15][C:16]([NH:11][C@H:9]([C:6]2[N:7]=[CH:8][C:3]([F:2])=[CH:4][N:5]=2)[CH3:10])=[N:17][CH:18]=1, predict the reactants needed to synthesize it. The reactants are: Cl.[F:2][C:3]1[CH:4]=[N:5][C:6]([C@@H:9]([NH2:11])[CH3:10])=[N:7][CH:8]=1.[Br:12][C:13]1[C:14]([NH:20][C:21]2[CH:25]=[C:24]([O:26][CH3:27])[NH:23][N:22]=2)=[N:15][C:16](Cl)=[N:17][CH:18]=1.CCN(C(C)C)C(C)C.